From a dataset of Forward reaction prediction with 1.9M reactions from USPTO patents (1976-2016). Predict the product of the given reaction. Given the reactants [F:1][C:2]([F:48])([C:8]1(O)[C@H:13]([O:14][CH2:15][C:16]2[CH:21]=[CH:20][CH:19]=[CH:18][CH:17]=2)[C@@H:12]([O:22][CH2:23][C:24]2[CH:29]=[CH:28][CH:27]=[CH:26][CH:25]=2)[C@H:11]([O:30][CH2:31][C:32]2[CH:37]=[CH:36][CH:35]=[CH:34][CH:33]=2)[C@@H:10]([CH2:38][O:39][CH2:40][C:41]2[CH:46]=[CH:45][CH:44]=[CH:43][CH:42]=2)[O:9]1)[C:3]([O:5][CH2:6][CH3:7])=[O:4].N1C=CC=CC=1.S(Cl)([Cl:57])=O, predict the reaction product. The product is: [F:1][C:2]([F:48])([C:8]1([Cl:57])[C@H:13]([O:14][CH2:15][C:16]2[CH:21]=[CH:20][CH:19]=[CH:18][CH:17]=2)[C@@H:12]([O:22][CH2:23][C:24]2[CH:29]=[CH:28][CH:27]=[CH:26][CH:25]=2)[C@H:11]([O:30][CH2:31][C:32]2[CH:37]=[CH:36][CH:35]=[CH:34][CH:33]=2)[C@@H:10]([CH2:38][O:39][CH2:40][C:41]2[CH:46]=[CH:45][CH:44]=[CH:43][CH:42]=2)[O:9]1)[C:3]([O:5][CH2:6][CH3:7])=[O:4].